From a dataset of Reaction yield outcomes from USPTO patents with 853,638 reactions. Predict the reaction yield, written as a fraction of the theoretical maximum amount of product (1.0 means a 100% yield; for example, 0.34 means a 34% yield). (1) The reactants are [NH2:1][CH2:2][C:3]([OH:5])=[O:4].C[N+](C)(C)C.[OH-].[C:12](#[N:15])[CH:13]=[CH2:14].Cl. The catalyst is O. The product is [C:12]([CH2:13][CH2:14][NH:1][CH2:2][C:3]([OH:5])=[O:4])#[N:15]. The yield is 0.696. (2) The reactants are [F:1][C:2]1[CH:7]=[CH:6][C:5]([C:8]2[CH:22]=[CH:21][C:11]3[N:12]=[C:13]([CH2:15][C:16]([O:18]CC)=O)[S:14][C:10]=3[CH:9]=2)=[CH:4][CH:3]=1.[OH-].[Na+].Cl.[CH3:26][C:27]1[O:31][C:30]([CH2:32][NH2:33])=[N:29][N:28]=1.C1CN([P+](ON2N=NC3C=CC=CC2=3)(N2CCCC2)N2CCCC2)CC1.F[P-](F)(F)(F)(F)F. The catalyst is C1COCC1.O. The product is [F:1][C:2]1[CH:3]=[CH:4][C:5]([C:8]2[CH:22]=[CH:21][C:11]3[N:12]=[C:13]([CH2:15][C:16]([NH:33][CH2:32][C:30]4[O:31][C:27]([CH3:26])=[N:28][N:29]=4)=[O:18])[S:14][C:10]=3[CH:9]=2)=[CH:6][CH:7]=1. The yield is 0.800. (3) The reactants are Br[C:2]1[CH:10]=[C:9]2[C:5]([C:6]([C:15]#[N:16])=[CH:7][N:8]2[CH:11]2[CH2:14][CH2:13][CH2:12]2)=[CH:4][C:3]=1[F:17].B1(B2OC(C)(C)C(C)(C)O2)OC(C)(C)C(C)(C)[O:19]1.C([O-])(=O)C.[K+].OOS([O-])=O.[K+]. The catalyst is O1CCOCC1.O.C(OCC)(=O)C. The product is [CH:11]1([N:8]2[C:9]3[C:5](=[CH:4][C:3]([F:17])=[C:2]([OH:19])[CH:10]=3)[C:6]([C:15]#[N:16])=[CH:7]2)[CH2:14][CH2:13][CH2:12]1. The yield is 0.820. (4) The reactants are [Li+].CC([N-]C(C)C)C.[C:9]([O:14][CH2:15][CH3:16])(=[O:13])[CH:10]([CH3:12])[CH3:11].Br[CH2:18][CH2:19][CH2:20][CH2:21][CH2:22][CH2:23][CH2:24][Br:25]. The catalyst is C1COCC1. The product is [CH3:11][C:10]([CH3:12])([CH2:18][CH2:19][CH2:20][CH2:21][CH2:22][CH2:23][CH2:24][Br:25])[C:9]([O:14][CH2:15][CH3:16])=[O:13]. The yield is 0.450. (5) The reactants are Br[C:2]1[CH:3]=[C:4]([NH:10][C:11]2[CH:12]=[C:13]3[C:19]([CH3:20])=[N:18][N:17]([CH3:21])[C:14]3=[CH:15][N:16]=2)[C:5](=[O:9])[N:6]([CH3:8])[CH:7]=1.[C:22]([O:25][CH2:26][C:27]1[C:28]([N:42]2[CH2:53][CH2:52][N:51]3[C:44](=[CH:45][C:46]4[CH2:47][C:48]([CH3:55])([CH3:54])[CH2:49][C:50]=43)[C:43]2=[O:56])=[N:29][CH:30]=[CH:31][C:32]=1B1OC(C)(C)C(C)(C)O1)(=[O:24])[CH3:23].[O-]P([O-])([O-])=O.[K+].[K+].[K+].C([O-])(=O)C.[Na+]. The catalyst is C1C=CC(P(C2C=CC=CC=2)[C-]2C=CC=C2)=CC=1.C1C=CC(P(C2C=CC=CC=2)[C-]2C=CC=C2)=CC=1.Cl[Pd]Cl.[Fe+2].C(#N)C.O. The product is [C:22]([O:25][CH2:26][C:27]1[C:28]([N:42]2[CH2:53][CH2:52][N:51]3[C:44](=[CH:45][C:46]4[CH2:47][C:48]([CH3:55])([CH3:54])[CH2:49][C:50]=43)[C:43]2=[O:56])=[N:29][CH:30]=[CH:31][C:32]=1[C:2]1[CH:3]=[C:4]([NH:10][C:11]2[CH:12]=[C:13]3[C:19]([CH3:20])=[N:18][N:17]([CH3:21])[C:14]3=[CH:15][N:16]=2)[C:5](=[O:9])[N:6]([CH3:8])[CH:7]=1)(=[O:24])[CH3:23]. The yield is 0.330. (6) The yield is 0.820. The product is [Cl-:1].[CH3:3][O:15][C:14]([C:13]1[CH:12]=[CH:11][C:10]([NH:8][NH3+:9])=[CH:18][CH:17]=1)=[O:16]. The reactants are [ClH:1].O1CCOC[CH2:3]1.[NH:8]([C:10]1[CH:18]=[CH:17][C:13]([C:14]([OH:16])=[O:15])=[CH:12][CH:11]=1)[NH2:9]. The catalyst is CO. (7) The reactants are C(N(CC)CC)C.[CH3:8][O:9][CH2:10]Cl.O1CCCC1.[F:17][C:18]1[CH:26]=[CH:25][C:21]([C:22]([OH:24])=O)=[CH:20][C:19]=1[OH:27]. The catalyst is C(OCC)(=O)C. The product is [F:17][C:18]1[CH:26]=[CH:25][C:21]([CH2:22][OH:24])=[CH:20][C:19]=1[O:27][CH2:8][O:9][CH3:10]. The yield is 0.940.